From a dataset of Catalyst prediction with 721,799 reactions and 888 catalyst types from USPTO. Predict which catalyst facilitates the given reaction. Reactant: Cl.[F:2][C:3]([F:18])([F:17])[C:4]1[N:5]=[CH:6][C:7]([NH:10][C@H:11]2[CH2:15][CH2:14][CH2:13][C@@H:12]2[NH2:16])=[N:8][CH:9]=1.[F:19][C:20]([F:31])([F:30])[C:21]1[CH:29]=[CH:28][CH:27]=[CH:26][C:22]=1[C:23](O)=[O:24].CN(C(ON1N=NC2C=CC=CC1=2)=[N+](C)C)C.[B-](F)(F)(F)F.CCN(C(C)C)C(C)C. Product: [F:19][C:20]([F:30])([F:31])[C:21]1[CH:29]=[CH:28][CH:27]=[CH:26][C:22]=1[C:23]([NH:16][C@H:12]1[CH2:13][CH2:14][CH2:15][C@@H:11]1[NH:10][C:7]1[CH:6]=[N:5][C:4]([C:3]([F:2])([F:17])[F:18])=[CH:9][N:8]=1)=[O:24]. The catalyst class is: 18.